From a dataset of Forward reaction prediction with 1.9M reactions from USPTO patents (1976-2016). Predict the product of the given reaction. (1) Given the reactants [CH:1]([C:3]1[S:7][C:6]([NH:8][C:9]2[CH:17]=[CH:16][C:12]([C:13]([OH:15])=[O:14])=[CH:11][N:10]=2)=[N:5][CH:4]=1)=O.[NH2:18][C:19]1[C:20]([F:32])=[CH:21][C:22]([F:31])=[C:23]([CH:30]=1)[C:24]([NH:26][CH:27]1[CH2:29][CH2:28]1)=[O:25], predict the reaction product. The product is: [CH:27]1([NH:26][C:24]([C:23]2[C:22]([F:31])=[CH:21][C:20]([F:32])=[C:19]([NH:18][CH2:1][C:3]3[S:7][C:6]([NH:8][C:9]4[CH:17]=[CH:16][C:12]([C:13]([OH:15])=[O:14])=[CH:11][N:10]=4)=[N:5][CH:4]=3)[CH:30]=2)=[O:25])[CH2:28][CH2:29]1. (2) Given the reactants C([O:8][C:9]1[CH:32]=[C:31]([O:33][CH3:34])[CH:30]=[CH:29][C:10]=1[C:11]1[CH2:12][O:13][C:14]2[C:19]([CH:20]=1)=[CH:18][CH:17]=[C:16]([O:21]CC1C=CC=CC=1)[CH:15]=2)C1C=CC=CC=1.CC1C(C)=C(C)C(C)=C(C)C=1.B(Cl)(Cl)Cl, predict the reaction product. The product is: [CH3:34][O:33][C:31]1[CH:30]=[CH:29][C:10]([C:11]2[CH2:12][O:13][C:14]3[CH:15]=[C:16]([OH:21])[CH:17]=[CH:18][C:19]=3[CH:20]=2)=[C:9]([OH:8])[CH:32]=1. (3) Given the reactants [C:1]([N:3]=[C:4]([N:13]1[CH2:18][CH2:17][NH:16][CH:15]([C:19]2[CH:24]=[CH:23][CH:22]=[CH:21][CH:20]=2)[CH2:14]1)[NH:5][C:6]1[CH:11]=[CH:10][CH:9]=[CH:8][C:7]=1[CH3:12])#[N:2].[Cl:25][C:26]1[N:31]=[C:30](Cl)[CH:29]=[CH:28][N:27]=1, predict the reaction product. The product is: [Cl:25][C:26]1[N:31]=[C:30]([N:16]2[CH2:17][CH2:18][N:13]([C:4](=[N:3][C:1]#[N:2])[NH:5][C:6]3[CH:11]=[CH:10][CH:9]=[CH:8][C:7]=3[CH3:12])[CH2:14][CH:15]2[C:19]2[CH:24]=[CH:23][CH:22]=[CH:21][CH:20]=2)[CH:29]=[CH:28][N:27]=1. (4) Given the reactants [CH2:1]([C@@:3]1([CH3:18])[NH:7][C:6](=[O:8])[N:5]([C:9]2[CH:10]=[N:11][C:12](F)=[C:13]([CH3:15])[CH:14]=2)[C:4]1=[O:17])[CH3:2].[CH3:19][C:20]1([CH3:30])[C:28]2[C:23](=[CH:24][CH:25]=[C:26]([OH:29])[CH:27]=2)[CH2:22][O:21]1.C(=O)([O-])[O-].[K+].[K+], predict the reaction product. The product is: [CH3:19][C:20]1([CH3:30])[C:28]2[C:23](=[CH:24][CH:25]=[C:26]([O:29][C:12]3[N:11]=[CH:10][C:9]([N:5]4[C:4](=[O:17])[C@:3]([CH2:1][CH3:2])([CH3:18])[NH:7][C:6]4=[O:8])=[CH:14][C:13]=3[CH3:15])[CH:27]=2)[CH2:22][O:21]1. (5) Given the reactants Br[C:2]1[C:15]2[C:14](=[O:16])[N:13]([CH2:17][CH2:18][CH2:19][N:20]3[CH2:25][CH2:24][O:23][CH2:22][CH2:21]3)[C:12](=[O:26])[C:11]3=[CH:27][C:28](Br)=[C:8]4[C:9]([C:10]=23)=[C:4]([C:5](=[O:40])[N:6]([CH2:31][CH2:32][CH2:33][N:34]2[CH2:39][CH2:38][O:37][CH2:36][CH2:35]2)[C:7]4=[O:30])[CH:3]=1.[NH2:41][CH2:42][CH2:43][N:44]1[CH2:49][CH2:48][N:47]([CH3:50])[CH2:46][CH2:45]1, predict the reaction product. The product is: [CH3:50][N:47]1[CH2:48][CH2:49][N:44]([CH2:43][CH2:42][NH:41][C:2]2[C:15]3[C:14](=[O:16])[N:13]([CH2:17][CH2:18][CH2:19][N:20]4[CH2:25][CH2:24][O:23][CH2:22][CH2:21]4)[C:12](=[O:26])[C:11]4=[CH:27][C:28]([NH:41][CH2:42][CH2:43][N:44]5[CH2:49][CH2:48][N:47]([CH3:50])[CH2:46][CH2:45]5)=[C:8]5[C:9]([C:10]=34)=[C:4]([C:5](=[O:40])[N:6]([CH2:31][CH2:32][CH2:33][N:34]3[CH2:39][CH2:38][O:37][CH2:36][CH2:35]3)[C:7]5=[O:30])[CH:3]=2)[CH2:45][CH2:46]1. (6) Given the reactants [N+:1]([C:4]1[CH:5]=[C:6]([C@H:10]2[CH2:14][CH2:13][C@H:12]([C:15]3[CH:20]=[CH:19][CH:18]=[C:17]([N+:21]([O-])=O)[CH:16]=3)[N:11]2[C:24]2[CH:29]=[CH:28][C:27]([C:30]([F:33])([F:32])[F:31])=[CH:26][CH:25]=2)[CH:7]=[CH:8][CH:9]=1)([O-])=O, predict the reaction product. The product is: [F:33][C:30]([F:31])([F:32])[C:27]1[CH:26]=[CH:25][C:24]([N:11]2[C@@H:12]([C:15]3[CH:16]=[C:17]([CH:18]=[CH:19][CH:20]=3)[NH2:21])[CH2:13][CH2:14][C@@H:10]2[C:6]2[CH:5]=[C:4]([CH:9]=[CH:8][CH:7]=2)[NH2:1])=[CH:29][CH:28]=1. (7) Given the reactants [C:1]([O:5][C:6]([N:8]([C:22]1[CH:27]=[CH:26][C:25]([F:28])=[C:24]([Cl:29])[CH:23]=1)[C:9]1[C:17]2[C:12](=[CH:13][N:14]=[CH:15][CH:16]=2)[S:11][C:10]=1[C:18]([O:20]C)=[O:19])=[O:7])([CH3:4])([CH3:3])[CH3:2].[Li+].[OH-], predict the reaction product. The product is: [C:1]([O:5][C:6]([N:8]([C:22]1[CH:27]=[CH:26][C:25]([F:28])=[C:24]([Cl:29])[CH:23]=1)[C:9]1[C:17]2[C:12](=[CH:13][N:14]=[CH:15][CH:16]=2)[S:11][C:10]=1[C:18]([OH:20])=[O:19])=[O:7])([CH3:4])([CH3:2])[CH3:3]. (8) Given the reactants [C:1]1([CH:7]2[CH2:12][CH2:11][C:10](=[O:13])[CH2:9][CH2:8]2)[CH:6]=[CH:5][CH:4]=[CH:3][CH:2]=1.[Br:14]N1C(=O)CCC1=O.CC(N=NC(C#N)(C)C)(C#N)C, predict the reaction product. The product is: [Br:14][CH:9]1[CH2:8][CH:7]([C:1]2[CH:6]=[CH:5][CH:4]=[CH:3][CH:2]=2)[CH2:12][CH2:11][C:10]1=[O:13]. (9) Given the reactants [H-].[K+].Br[C:4]1[CH:5]=[C:6]2[C:10](=[CH:11][CH:12]=1)[NH:9][CH:8]=[CH:7]2.C([Li])(C)(C)C.N1C2C(=CC=CC=2)C=C1.CON(C)[C:30]([CH:32]([NH:41][C:42]([CH:44]([NH:49][C:50](=[O:59])[O:51][CH2:52][C:53]1[CH:58]=[CH:57][CH:56]=[CH:55][CH:54]=1)[CH2:45][CH:46]([CH3:48])[CH3:47])=[O:43])[CH2:33][CH2:34][C:35]1[CH:40]=[CH:39][CH:38]=[CH:37][CH:36]=1)=[O:31].P(=O)(O)(O)O, predict the reaction product. The product is: [NH:9]1[C:10]2[C:6](=[CH:5][CH:4]=[CH:12][CH:11]=2)[CH:7]=[C:8]1[C:30]([CH:32]([NH:41][C:42]([CH:44]([NH:49][C:50](=[O:59])[O:51][CH2:52][C:53]1[CH:54]=[CH:55][CH:56]=[CH:57][CH:58]=1)[CH2:45][CH:46]([CH3:48])[CH3:47])=[O:43])[CH2:33][CH2:34][C:35]1[CH:40]=[CH:39][CH:38]=[CH:37][CH:36]=1)=[O:31].